Dataset: Forward reaction prediction with 1.9M reactions from USPTO patents (1976-2016). Task: Predict the product of the given reaction. (1) Given the reactants [N+:1]([CH2:4][CH:5]([NH:16][C:17](=[O:23])[O:18][C:19]([CH3:22])([CH3:21])[CH3:20])[C:6]1[CH:11]=[CH:10][CH:9]=[C:8]([C:12]([F:15])([F:14])[F:13])[CH:7]=1)([O-])=O, predict the reaction product. The product is: [NH2:1][CH2:4][CH:5]([NH:16][C:17](=[O:23])[O:18][C:19]([CH3:21])([CH3:20])[CH3:22])[C:6]1[CH:11]=[CH:10][CH:9]=[C:8]([C:12]([F:15])([F:14])[F:13])[CH:7]=1. (2) Given the reactants Br[CH2:2][C@H:3]([O:21][Si:22]([C:25]([CH3:28])([CH3:27])[CH3:26])([CH3:24])[CH3:23])[C:4]1[CH:9]=[CH:8][C:7]([O:10][CH2:11][C:12]2[CH:17]=[CH:16][CH:15]=[CH:14][CH:13]=2)=[C:6]([NH:18][CH:19]=[O:20])[CH:5]=1.[OH:29][C@H:30]([C:42]1[CH:47]=[CH:46][CH:45]=[CH:44][CH:43]=1)[CH2:31][NH:32][C:33]1[CH:38]=[CH:37][C:36]([CH2:39][CH2:40][NH2:41])=[CH:35][CH:34]=1.C(=O)([O-])[O-].[K+].[K+].[I-].[Na+], predict the reaction product. The product is: [OH:29][C@H:30]([C:42]1[CH:47]=[CH:46][CH:45]=[CH:44][CH:43]=1)[CH2:31][NH:32][C:33]1[CH:38]=[CH:37][C:36]([CH2:39][CH2:40][NH:41][CH2:2][C@H:3]([O:21][Si:22]([C:25]([CH3:28])([CH3:27])[CH3:26])([CH3:24])[CH3:23])[C:4]2[CH:9]=[CH:8][C:7]([O:10][CH2:11][C:12]3[CH:17]=[CH:16][CH:15]=[CH:14][CH:13]=3)=[C:6]([NH:18][CH:19]=[O:20])[CH:5]=2)=[CH:35][CH:34]=1.